This data is from Reaction yield outcomes from USPTO patents with 853,638 reactions. The task is: Predict the reaction yield, written as a fraction of the theoretical maximum amount of product (1.0 means a 100% yield; for example, 0.34 means a 34% yield). (1) The reactants are [NH2:1][C:2]1[N:7]=[CH:6][N:5]=[C:4]2[N:8]([C@@H:12]3[CH2:17][CH2:16][CH2:15][N:14]([C:18]([O:20][C:21]([CH3:24])([CH3:23])[CH3:22])=[O:19])[CH2:13]3)[N:9]=[C:10](I)[C:3]=12.[F:25][C:26]1[CH:47]=[CH:46][CH:45]=[C:44]([F:48])[C:27]=1[O:28][C:29]1[CH:34]=[CH:33][C:32](B2OC(C)(C)C(C)(C)O2)=[CH:31][CH:30]=1.C(=O)([O-])[O-].[Na+].[Na+]. The catalyst is O1CCOCC1.O.C1C=CC([P]([Pd]([P](C2C=CC=CC=2)(C2C=CC=CC=2)C2C=CC=CC=2)([P](C2C=CC=CC=2)(C2C=CC=CC=2)C2C=CC=CC=2)[P](C2C=CC=CC=2)(C2C=CC=CC=2)C2C=CC=CC=2)(C2C=CC=CC=2)C2C=CC=CC=2)=CC=1. The product is [NH2:1][C:2]1[N:7]=[CH:6][N:5]=[C:4]2[N:8]([C@@H:12]3[CH2:17][CH2:16][CH2:15][N:14]([C:18]([O:20][C:21]([CH3:24])([CH3:23])[CH3:22])=[O:19])[CH2:13]3)[N:9]=[C:10]([C:32]3[CH:31]=[CH:30][C:29]([O:28][C:27]4[C:44]([F:48])=[CH:45][CH:46]=[CH:47][C:26]=4[F:25])=[CH:34][CH:33]=3)[C:3]=12. The yield is 0.850. (2) The reactants are [CH2:1]([CH:8]1[C:14](=[O:15])[C:13](=[N:16]O)[CH:12]2[CH2:18][CH:9]1[CH2:10][CH2:11]2)[C:2]1[CH:7]=[CH:6][CH:5]=[CH:4][N:3]=1.Cl.[H][H]. The catalyst is [Pd].C(O)C. The product is [CH2:1]([CH:8]1[C:14](=[O:15])[CH:13]([NH2:16])[CH:12]2[CH2:18][CH:9]1[CH2:10][CH2:11]2)[C:2]1[CH:7]=[CH:6][CH:5]=[CH:4][N:3]=1. The yield is 0.860. (3) The reactants are [F:1][C:2]1[CH:10]=[CH:9][C:5](/[CH:6]=[N:7]\[OH:8])=[CH:4][CH:3]=1.[Cl:11]N1C(=O)CCC1=O. The catalyst is CN(C=O)C. The product is [OH:8]/[N:7]=[C:6](\[Cl:11])/[C:5]1[CH:9]=[CH:10][C:2]([F:1])=[CH:3][CH:4]=1. The yield is 1.00. (4) The reactants are CN(C(ON1N=NC2C=CC=NC1=2)=[N+](C)C)C.F[P-](F)(F)(F)(F)F.[NH2:25][C:26]1[CH:34]=[CH:33][C:29]([C:30]([OH:32])=O)=[CH:28][C:27]=1[O:35][CH3:36].Cl.[CH3:38][O:39][CH:40]1[CH2:43][NH:42][CH2:41]1.CCN(C(C)C)C(C)C. The catalyst is C1COCC1. The product is [NH2:25][C:26]1[CH:34]=[CH:33][C:29]([C:30]([N:42]2[CH2:43][CH:40]([O:39][CH3:38])[CH2:41]2)=[O:32])=[CH:28][C:27]=1[O:35][CH3:36]. The yield is 0.590. (5) The reactants are [CH2:1]([O:3][C:4]1[CH:9]=[CH:8][CH:7]=[C:6]([CH:10]=O)[C:5]=1[B:12]([OH:14])[OH:13])[CH3:2].[OH-].[Na+].[N+:17]([CH3:20])([O-:19])=[O:18].Cl. The catalyst is CCCCCCCCCCCCCCCC[N+](C)(C)C.[Br-].O.C1COCC1. The product is [CH2:1]([O:3][C:4]1[C:5]2[B:12]([OH:13])[O:14][CH:10]([CH2:20][N+:17]([O-:19])=[O:18])[C:6]=2[CH:7]=[CH:8][CH:9]=1)[CH3:2]. The yield is 0.940. (6) The reactants are [CH3:1][N:2]([CH3:17])[CH:3]([CH2:7][CH2:8][S:9][S:10][C:11]1[CH:16]=[CH:15][CH:14]=[CH:13][N:12]=1)[C:4]([OH:6])=[O:5].O[N:19]1[C:23](=[O:24])[CH2:22][CH2:21][C:20]1=[O:25].C(Cl)CCl. The catalyst is CC(N(C)C)=O. The product is [CH3:17][N:2]([CH3:1])[CH:3]([CH2:7][CH2:8][S:9][S:10][C:11]1[CH:16]=[CH:15][CH:14]=[CH:13][N:12]=1)[C:4]([O:6][N:19]1[C:23](=[O:24])[CH2:22][CH2:21][C:20]1=[O:25])=[O:5]. The yield is 0.350.